From a dataset of Forward reaction prediction with 1.9M reactions from USPTO patents (1976-2016). Predict the product of the given reaction. (1) The product is: [OH:12][CH2:11][C:9]1[N:10]=[C:6]2[C:5]([N:13]3[CH2:18][CH2:17][O:16][CH2:15][CH2:14]3)=[N:4][CH:3]=[C:2]([C:29]3[CH2:30][CH2:31][N:26]([C:19]([O:21][C:22]([CH3:25])([CH3:24])[CH3:23])=[O:20])[CH2:27][CH:28]=3)[N:7]2[CH:8]=1. Given the reactants Br[C:2]1[N:7]2[CH:8]=[C:9]([CH2:11][OH:12])[N:10]=[C:6]2[C:5]([N:13]2[CH2:18][CH2:17][O:16][CH2:15][CH2:14]2)=[N:4][CH:3]=1.[C:19]([N:26]1[CH2:31][CH:30]=[C:29](B2OC(C)(C)C(C)(C)O2)[CH2:28][CH2:27]1)([O:21][C:22]([CH3:25])([CH3:24])[CH3:23])=[O:20], predict the reaction product. (2) Given the reactants C[N:2]1[C:6](C(O)=O)=[C:5]([C:10]2[CH:15]=[CH:14][CH:13]=[CH:12][CH:11]=2)[N:4]=[C:3]1[C:16]1[CH:17]=[N:18][CH:19]=[CH:20][CH:21]=1.C(N(CC)CC)C.C1([C@@H](N)CC)C=CC=CC=1.O, predict the reaction product. The product is: [C:10]1([C:5]2[N:4]=[C:3]([C:16]3[CH:17]=[N:18][CH:19]=[CH:20][CH:21]=3)[NH:2][CH:6]=2)[CH:11]=[CH:12][CH:13]=[CH:14][CH:15]=1. (3) Given the reactants Cl[CH2:2][CH2:3][CH2:4][C:5]([NH:7][C:8]1[CH:9]=[N:10][N:11]([C:13]2[CH:18]=[CH:17][C:16]([O:19][CH:20]3[CH2:25][CH2:24][N:23]([CH:26]4[CH2:29][CH2:28][CH2:27]4)[CH2:22][CH2:21]3)=[CH:15][CH:14]=2)[CH:12]=1)=[O:6].[H-].[Na+].O1CCC[CH2:33]1, predict the reaction product. The product is: [CH:26]1([N:23]2[CH2:24][CH2:25][CH:20]([O:19][C:16]3[CH:15]=[CH:14][C:13]([N:11]4[CH:12]=[C:8]([N:7]5[CH2:2][CH2:3][CH2:4][C:5]5=[O:6])[CH:9]=[N:10]4)=[CH:18][CH:17]=3)[CH2:21][CH2:22]2)[CH2:27][CH2:33][CH2:28][CH2:29]1. (4) Given the reactants CC([Si](C)(C)[O:6][C@@H:7]1[CH2:11][N:10]([C:12]([O:14][C:15]([CH3:18])([CH3:17])[CH3:16])=[O:13])[C@@H:9]([CH2:19][O:20][C:21]2[CH:26]=[CH:25][CH:24]=[CH:23][CH:22]=2)[CH2:8]1)(C)C.CCCC[N+](CCCC)(CCCC)CCCC.[F-], predict the reaction product. The product is: [OH:6][C@@H:7]1[CH2:11][N:10]([C:12]([O:14][C:15]([CH3:17])([CH3:18])[CH3:16])=[O:13])[C@@H:9]([CH2:19][O:20][C:21]2[CH:22]=[CH:23][CH:24]=[CH:25][CH:26]=2)[CH2:8]1. (5) Given the reactants ClC(OCC)=O.[S:7]1[C:11]([C@@H:12]2[CH2:14][C@H:13]2[C:15]([OH:17])=O)=[CH:10][N:9]=[CH:8]1.C(N(CC)CC)C.[N-:25]=[N+:26]=[N-:27].[Na+], predict the reaction product. The product is: [S:7]1[C:11]([C@@H:12]2[CH2:14][C@H:13]2[C:15]([N:25]=[N+:26]=[N-:27])=[O:17])=[CH:10][N:9]=[CH:8]1. (6) Given the reactants [NH2:1][C:2]1[C:9]([Br:10])=[CH:8][C:7]([C:11]([F:14])([F:13])[F:12])=[CH:6][C:3]=1[CH:4]=[O:5].[NH2:15][C:16](N)=[O:17], predict the reaction product. The product is: [Br:10][C:9]1[CH:8]=[C:7]([C:11]([F:14])([F:12])[F:13])[CH:6]=[C:3]2[C:2]=1[NH:1][C:16]([OH:17])=[N:15][CH:4]2[OH:5]. (7) Given the reactants [CH:1]12[CH2:10][CH:5]3[CH2:6][CH:7]([CH2:9][CH:3]([CH2:4]3)[CH:2]1[NH:11][C:12]([C:14]1[CH:15]=[N:16][N:17]([C:20]3[CH:25]=[CH:24][CH:23]=[CH:22][CH:21]=3)[C:18]=1Cl)=[O:13])[CH2:8]2.[OH:26][CH:27]1[CH2:32][CH2:31][NH:30][CH2:29][CH2:28]1, predict the reaction product. The product is: [CH:1]12[CH2:10][CH:5]3[CH2:6][CH:7]([CH2:9][CH:3]([CH2:4]3)[CH:2]1[NH:11][C:12]([C:14]1[CH:15]=[N:16][N:17]([C:20]3[CH:25]=[CH:24][CH:23]=[CH:22][CH:21]=3)[C:18]=1[N:30]1[CH2:31][CH2:32][CH:27]([OH:26])[CH2:28][CH2:29]1)=[O:13])[CH2:8]2. (8) The product is: [O:1]=[C:2]1[C:11]([N:12]2[C:21]3[C:16](=[CH:17][CH:18]=[CH:19][CH:20]=3)[CH2:15][CH2:14][CH2:13]2)=[N:10][C:9]2[C:4](=[CH:5][CH:6]=[C:7]([C:22]([OH:24])=[O:23])[CH:8]=2)[NH:3]1. Given the reactants [O:1]=[C:2]1[C:11]([N:12]2[C:21]3[C:16](=[CH:17][CH:18]=[CH:19][CH:20]=3)[CH2:15][CH2:14][CH2:13]2)=[N:10][C:9]2[C:4](=[CH:5][CH:6]=[C:7]([C:22]([O:24]C)=[O:23])[CH:8]=2)[NH:3]1.[OH-].[K+].O, predict the reaction product. (9) Given the reactants [NH2:1][C:2]1[N:3]=[CH:4][C:5]2[C:10]([CH:11]=1)=[CH:9][CH:8]=[CH:7][CH:6]=2.[Cl:12][C:13]1[N:21]=[CH:20][CH:19]=[CH:18][C:14]=1[C:15](Cl)=[O:16], predict the reaction product. The product is: [Cl:12][C:13]1[N:21]=[CH:20][CH:19]=[CH:18][C:14]=1[C:15]([NH:1][C:2]1[N:3]=[CH:4][C:5]2[C:10]([CH:11]=1)=[CH:9][CH:8]=[CH:7][CH:6]=2)=[O:16].